Dataset: Forward reaction prediction with 1.9M reactions from USPTO patents (1976-2016). Task: Predict the product of the given reaction. (1) Given the reactants [C:1]([C:5]1[CH:6]=[C:7]([C:17](=[O:21])[C:18]([OH:20])=O)[N:8]([C:10]2[CH:15]=[CH:14][C:13]([CH3:16])=[CH:12][CH:11]=2)[N:9]=1)([CH3:4])([CH3:3])[CH3:2].C(Cl)(=O)C(Cl)=O.CN(C=O)C.[N:33]1([CH2:39][CH2:40][O:41][C:42]2[C:51]3[C:46](=[CH:47][CH:48]=[CH:49][CH:50]=3)[C:45]([NH2:52])=[CH:44][CH:43]=2)[CH2:38][CH2:37][O:36][CH2:35][CH2:34]1, predict the reaction product. The product is: [C:1]([C:5]1[CH:6]=[C:7]([C:17](=[O:21])[C:18]([NH:52][C:45]2[C:46]3[C:51](=[CH:50][CH:49]=[CH:48][CH:47]=3)[C:42]([O:41][CH2:40][CH2:39][N:33]3[CH2:34][CH2:35][O:36][CH2:37][CH2:38]3)=[CH:43][CH:44]=2)=[O:20])[N:8]([C:10]2[CH:15]=[CH:14][C:13]([CH3:16])=[CH:12][CH:11]=2)[N:9]=1)([CH3:3])([CH3:2])[CH3:4]. (2) Given the reactants C(OC(=O)[NH:7][CH2:8][CH2:9][N:10]1[C:18]2[C:17]([NH:19][C:20]3[CH:25]=[CH:24][C:23]([O:26][C:27]4[CH:32]=[CH:31][CH:30]=[C:29]([O:33][CH2:34][CH2:35][O:36][CH3:37])[CH:28]=4)=[C:22]([CH3:38])[CH:21]=3)=[N:16][CH:15]=[N:14][C:13]=2[CH:12]=[CH:11]1)(C)(C)C.[ClH:40], predict the reaction product. The product is: [ClH:40].[ClH:40].[NH2:7][CH2:8][CH2:9][N:10]1[C:18]2[C:17]([NH:19][C:20]3[CH:25]=[CH:24][C:23]([O:26][C:27]4[CH:32]=[CH:31][CH:30]=[C:29]([O:33][CH2:34][CH2:35][O:36][CH3:37])[CH:28]=4)=[C:22]([CH3:38])[CH:21]=3)=[N:16][CH:15]=[N:14][C:13]=2[CH:12]=[CH:11]1. (3) The product is: [F:22][C:23]1[CH:28]=[C:27]([F:29])[CH:26]=[CH:25][C:24]=1[C:2]1[C:11]2[CH2:10][N:9]([CH2:12][C:13]3[CH:18]=[CH:17][C:16]([O:19][CH3:20])=[CH:15][CH:14]=3)[C:8](=[O:21])[NH:7][C:6]=2[N:5]=[CH:4][CH:3]=1. Given the reactants Cl[C:2]1[C:11]2[CH2:10][N:9]([CH2:12][C:13]3[CH:18]=[CH:17][C:16]([O:19][CH3:20])=[CH:15][CH:14]=3)[C:8](=[O:21])[NH:7][C:6]=2[N:5]=[CH:4][CH:3]=1.[F:22][C:23]1[CH:28]=[C:27]([F:29])[CH:26]=[CH:25][C:24]=1B(O)O.COC1C=CC=C(OC)C=1C1C=CC=CC=1P(C1CCCCC1)C1CCCCC1.C([O-])([O-])=O.[K+].[K+], predict the reaction product.